Dataset: Reaction yield outcomes from USPTO patents with 853,638 reactions. Task: Predict the reaction yield, written as a fraction of the theoretical maximum amount of product (1.0 means a 100% yield; for example, 0.34 means a 34% yield). (1) The reactants are [CH3:1][O:2][C:3](=[O:20])[C:4]1[CH:13]=[C:12]([O:14][CH:15]([CH3:17])[CH3:16])[CH:11]=[C:6]([C:7]([O:9][CH3:10])=[O:8])[C:5]=1[CH2:18]Br.[C-:21]#[N:22].[Na+]. The catalyst is CS(C)=O.O. The product is [C:21]([CH2:18][C:5]1[C:4]([C:3]([O:2][CH3:1])=[O:20])=[CH:13][C:12]([O:14][CH:15]([CH3:17])[CH3:16])=[CH:11][C:6]=1[C:7]([O:9][CH3:10])=[O:8])#[N:22]. The yield is 0.870. (2) The reactants are Br[C:2]1[CH:7]=[CH:6][CH:5]=[C:4]([F:8])[CH:3]=1.[Mg].II.[CH3:12][O:13][C:14](=[O:28])[C@H:15]1[CH2:19][CH2:18][C:17](=[O:20])[N:16]1[C:21]([O:23][C:24]([CH3:27])([CH3:26])[CH3:25])=[O:22]. The catalyst is C1COCC1. The product is [CH3:12][O:13][C:14](=[O:28])[C@H:15]([NH:16][C:21]([O:23][C:24]([CH3:26])([CH3:25])[CH3:27])=[O:22])[CH2:19][CH2:18][C:17]([C:2]1[CH:7]=[CH:6][CH:5]=[C:4]([F:8])[CH:3]=1)=[O:20]. The yield is 0.510. (3) The reactants are [C:1]([O:9][CH2:10][CH3:11])(=[O:8])[CH2:2][C:3]([O:5][CH2:6][CH3:7])=[O:4].[CH3:12][O:13][C:14]1[C:15]([N+:22]([O-:24])=[O:23])=[C:16]([CH:19]=[CH:20][CH:21]=1)[CH:17]=O.N1CCCCC1. The catalyst is N1C=CC=CC=1. The product is [CH3:12][O:13][C:14]1[C:15]([N+:22]([O-:24])=[O:23])=[C:16]([CH:19]=[CH:20][CH:21]=1)[CH:17]=[C:2]([C:3]([O:5][CH2:6][CH3:7])=[O:4])[C:1]([O:9][CH2:10][CH3:11])=[O:8]. The yield is 0.360. (4) The reactants are [NH2:1][CH2:2][CH2:3][CH:4]([C:6]1[CH:11]=[CH:10][CH:9]=[CH:8][CH:7]=1)[OH:5].[C:12](O[C:12]([O:14][C:15]([CH3:18])([CH3:17])[CH3:16])=[O:13])([O:14][C:15]([CH3:18])([CH3:17])[CH3:16])=[O:13].C(N(CC)CC)C. The catalyst is O1CCCC1. The product is [CH3:16][C:15]([O:14][C:12](=[O:13])[NH:1][CH2:2][CH2:3][CH:4]([OH:5])[C:6]1[CH:11]=[CH:10][CH:9]=[CH:8][CH:7]=1)([CH3:18])[CH3:17]. The yield is 0.480. (5) The reactants are [Br:1][C:2]1[CH:3]=[C:4]([C:14]([OH:16])=O)[C:5]2[CH:10]=[N:9][N:8]([CH:11]([CH3:13])[CH3:12])[C:6]=2[N:7]=1.[NH2:17][CH2:18][C:19]1[C:24](=[O:25])[CH:23]=[C:22]([CH3:26])[NH:21][C:20]=1[CH3:27].C1CN([P+](ON2N=NC3C=CC=CC2=3)(N2CCCC2)N2CCCC2)CC1.F[P-](F)(F)(F)(F)F. The catalyst is CS(C)=O. The product is [Br:1][C:2]1[CH:3]=[C:4]([C:14]([NH:17][CH2:18][C:19]2[C:24](=[O:25])[CH:23]=[C:22]([CH3:26])[NH:21][C:20]=2[CH3:27])=[O:16])[C:5]2[CH:10]=[N:9][N:8]([CH:11]([CH3:12])[CH3:13])[C:6]=2[N:7]=1. The yield is 0.490. (6) The reactants are [I:1]I.[CH3:3][C:4]1[CH:5]=[C:6]([CH:8]=[CH:9][C:10]=1[CH3:11])[NH2:7].C(=O)(O)[O-].[Na+].O. The catalyst is CO.O.ClCCl. The product is [I:1][C:8]1[CH:9]=[C:10]([CH3:11])[C:4]([CH3:3])=[CH:5][C:6]=1[NH2:7]. The yield is 0.850. (7) The reactants are [CH3:1][O:2][C:3]1[CH:8]=[CH:7][C:6]([CH2:9][C:10](O)=[O:11])=[C:5]([N+:13]([O-:15])=[O:14])[CH:4]=1. The catalyst is C1COCC1. The product is [CH3:1][O:2][C:3]1[CH:8]=[CH:7][C:6]([CH2:9][CH2:10][OH:11])=[C:5]([N+:13]([O-:15])=[O:14])[CH:4]=1. The yield is 0.940. (8) The reactants are [CH2:1]([N:3]([CH2:19][CH3:20])[CH2:4][CH2:5][N:6]1[CH2:11][CH2:10][C:9]2[NH:12][C:13]([CH:16]=O)=[C:14]([CH3:15])[C:8]=2[C:7]1=[O:18])[CH3:2].[CH3:21][O:22][C:23]1[CH:28]=[CH:27][C:26]([C:29]2[CH:30]=[C:31]3[C:35](=[CH:36][CH:37]=2)[NH:34][C:33](=[O:38])[CH2:32]3)=[CH:25][CH:24]=1. The yield is 0.670. No catalyst specified. The product is [CH2:1]([N:3]([CH2:19][CH3:20])[CH2:4][CH2:5][N:6]1[CH2:11][CH2:10][C:9]2[NH:12][C:13]([CH:16]=[C:32]3[C:31]4[C:35](=[CH:36][CH:37]=[C:29]([C:26]5[CH:27]=[CH:28][C:23]([O:22][CH3:21])=[CH:24][CH:25]=5)[CH:30]=4)[NH:34][C:33]3=[O:38])=[C:14]([CH3:15])[C:8]=2[C:7]1=[O:18])[CH3:2]. (9) The reactants are C([Si](C)(C)[O:6][C:7]1[CH:14]=[CH:13][C:10]([CH:11]=[O:12])=[C:9]([CH:15]([CH3:17])[CH3:16])[CH:8]=1)(C)(C)C.[F-].C([N+](CCCC)(CCCC)CCCC)CCC. The catalyst is C1COCC1. The product is [OH:6][C:7]1[CH:14]=[CH:13][C:10]([CH:11]=[O:12])=[C:9]([CH:15]([CH3:17])[CH3:16])[CH:8]=1. The yield is 0.960.